From a dataset of Peptide-MHC class I binding affinity with 185,985 pairs from IEDB/IMGT. Regression. Given a peptide amino acid sequence and an MHC pseudo amino acid sequence, predict their binding affinity value. This is MHC class I binding data. (1) The peptide sequence is KNTHTNGVR. The MHC is HLA-A11:01 with pseudo-sequence HLA-A11:01. The binding affinity (normalized) is 0.0962. (2) The peptide sequence is EEAPAAVSF. The MHC is HLA-A02:01 with pseudo-sequence HLA-A02:01. The binding affinity (normalized) is 0.213. (3) The peptide sequence is SLPPNFSSL. The MHC is HLA-B07:02 with pseudo-sequence HLA-B07:02. The binding affinity (normalized) is 0.315. (4) The peptide sequence is AIIDYIAYM. The MHC is HLA-B15:01 with pseudo-sequence HLA-B15:01. The binding affinity (normalized) is 0.551.